Predict the reaction yield, written as a fraction of the theoretical maximum amount of product (1.0 means a 100% yield; for example, 0.34 means a 34% yield). From a dataset of Reaction yield outcomes from USPTO patents with 853,638 reactions. (1) The reactants are [CH3:1][C:2]1([CH3:15])[CH2:6][CH2:5][C:4](=O)[N:3]1[C:8]([O:10][C:11]([CH3:14])([CH3:13])[CH3:12])=[O:9].CC(C[AlH]CC(C)C)C.[CH2:25]([C@@H:32]1[CH2:36][O:35][C:34](=[O:37])[N:33]1[C:38](=[O:47])[CH2:39][C:40]1[CH:45]=[CH:44][C:43]([Cl:46])=[CH:42][CH:41]=1)[C:26]1[CH:31]=[CH:30][CH:29]=[CH:28][CH:27]=1.C(N(C(C)C)CC)(C)C.OC1N(C(OC(C)(C)C)=O)C(C)(C)CC1. The catalyst is CCOCC.C1(C)C=CC=CC=1.ClCCl.[Ti](Cl)(Cl)(Cl)Cl. The product is [CH2:25]([C@@H:32]1[CH2:36][O:35][C:34](=[O:37])[N:33]1[C:38](=[O:47])[C@H:39]([C@H:4]1[N:3]([C:8]([O:10][C:11]([CH3:14])([CH3:13])[CH3:12])=[O:9])[C:2]([CH3:15])([CH3:1])[CH2:6][CH2:5]1)[C:40]1[CH:41]=[CH:42][C:43]([Cl:46])=[CH:44][CH:45]=1)[C:26]1[CH:31]=[CH:30][CH:29]=[CH:28][CH:27]=1. The yield is 0.610. (2) The catalyst is C1(C)C=CC=CC=1. The product is [CH:11]1([C:9]([O:10][CH2:16][CH3:17])=[O:23])[C:4]2[C:3](=[CH:8][CH:7]=[CH:6][CH:5]=2)[CH2:2][CH2:1]1. The reactants are [CH2:1]1[CH2:11][C:9](=[O:10])[C:8]2[C:3](=[CH:4][CH:5]=[CH:6][CH:7]=2)[CH2:2]1.B(F)(F)F.[CH3:16][CH2:17]OCC.CC[OH:23]. The yield is 0.350. (3) The reactants are [H-].[Na+].[CH2:3]([N:10]1[CH2:15][CH2:14][CH2:13][C@H:12]([OH:16])[CH2:11]1)[C:4]1[CH:9]=[CH:8][CH:7]=[CH:6][CH:5]=1.F[C:18]1[CH:23]=[CH:22][C:21]([N+:24]([O-:26])=[O:25])=[CH:20][CH:19]=1. The catalyst is CN(C=O)C. The product is [CH2:3]([N:10]1[CH2:15][CH2:14][CH2:13][C@H:12]([O:16][C:18]2[CH:23]=[CH:22][C:21]([N+:24]([O-:26])=[O:25])=[CH:20][CH:19]=2)[CH2:11]1)[C:4]1[CH:5]=[CH:6][CH:7]=[CH:8][CH:9]=1. The yield is 0.970. (4) The reactants are [CH3:1][N:2]1[CH:6]=[C:5]([NH:7][C:8]([C:10]2[N:11]([CH3:18])[CH:12]=[C:13]([N+:15]([O-:17])=[O:16])[CH:14]=2)=[O:9])[CH:4]=[C:3]1[C:19]([O:21]C)=[O:20].[Li+].[OH-]. The catalyst is CC(N(C)C)=O.O. The product is [CH3:1][N:2]1[CH:6]=[C:5]([NH:7][C:8]([C:10]2[N:11]([CH3:18])[CH:12]=[C:13]([N+:15]([O-:17])=[O:16])[CH:14]=2)=[O:9])[CH:4]=[C:3]1[C:19]([OH:21])=[O:20]. The yield is 0.730. (5) The catalyst is N1C=CC=CC=1. The product is [CH:18]1[CH:23]=[CH:22][C:21](/[CH:4]=[CH:5]/[C:6]([NH2:7])=[O:13])=[CH:20][CH:19]=1. The reactants are Cl.CN(C)[CH2:4][CH2:5][CH2:6][N:7]=C=NCC.[OH2:13].ON1[C:19]2[CH:20]=[CH:21][CH:22]=[CH:23][C:18]=2N=N1. The yield is 0.510. (6) The reactants are [N+:1]([C:4]1[CH:9]=[C:8]([N+:10]([O-:12])=[O:11])[CH:7]=[CH:6][C:5]=1[CH2:13][C:14]([N:16]([CH2:19][CH3:20])[CH2:17][CH3:18])=[O:15])([O-:3])=[O:2].Cl[C:22]1[C:27]([N+:28]([O-:30])=[O:29])=[CH:26][C:25]([N+:31]([O-:33])=[O:32])=[CH:24][N:23]=1.C(N(CC)CC)C.Cl. The catalyst is CN(C=O)C.C(OCC)(=O)C. The product is [N+:1]([C:4]1[CH:9]=[C:8]([N+:10]([O-:12])=[O:11])[CH:7]=[CH:6][C:5]=1[CH:13]([C:22]1[C:27]([N+:28]([O-:30])=[O:29])=[CH:26][C:25]([N+:31]([O-:33])=[O:32])=[CH:24][N:23]=1)[C:14]([N:16]([CH2:17][CH3:18])[CH2:19][CH3:20])=[O:15])([O-:3])=[O:2]. The yield is 0.780.